This data is from Reaction yield outcomes from USPTO patents with 853,638 reactions. The task is: Predict the reaction yield, written as a fraction of the theoretical maximum amount of product (1.0 means a 100% yield; for example, 0.34 means a 34% yield). (1) The reactants are C[O:2][C:3](=[O:22])[CH:4]([C:11]1[CH:16]=[CH:15][C:14]([C:17]([F:20])([F:19])[F:18])=[C:13]([F:21])[CH:12]=1)[CH2:5][CH:6]1[CH2:10][CH2:9][CH2:8][CH2:7]1.[OH-].[Li+]. The catalyst is O1CCCC1. The product is [CH:6]1([CH2:5][CH:4]([C:11]2[CH:16]=[CH:15][C:14]([C:17]([F:18])([F:19])[F:20])=[C:13]([F:21])[CH:12]=2)[C:3]([OH:22])=[O:2])[CH2:10][CH2:9][CH2:8][CH2:7]1. The yield is 0.640. (2) The reactants are [NH:1]([C:3]1[CH:8]=[CH:7][C:6]([S:9]([OH:12])(=[O:11])=[O:10])=[CH:5][CH:4]=1)[NH2:2].C(O)C.[F:16][C:17]([F:31])([F:30])[C:18](=O)[CH2:19][C:20]([C:22]1[CH:27]=[CH:26][C:25]([CH3:28])=[CH:24][CH:23]=1)=O. No catalyst specified. The product is [CH3:28][C:25]1[CH:24]=[CH:23][C:22]([C:20]2[N:1]([C:3]3[CH:8]=[CH:7][C:6]([S:9]([OH:12])(=[O:10])=[O:11])=[CH:5][CH:4]=3)[N:2]=[C:18]([C:17]([F:16])([F:30])[F:31])[CH:19]=2)=[CH:27][CH:26]=1. The yield is 0.820. (3) The reactants are [CH:1]([C:4]1[N:5]=[C:6]([CH2:25][OH:26])[N:7]([CH2:18][C:19]2[CH:24]=[CH:23][N:22]=[CH:21][CH:20]=2)[C:8]=1[S:9][C:10]1[CH:15]=[CH:14][CH:13]=[C:12]([O:16]C)[CH:11]=1)([CH3:3])[CH3:2].B(Br)(Br)Br. The catalyst is C(Cl)Cl. The product is [OH:26][CH2:25][C:6]1[N:7]([CH2:18][C:19]2[CH:20]=[CH:21][N:22]=[CH:23][CH:24]=2)[C:8]([S:9][C:10]2[CH:11]=[C:12]([OH:16])[CH:13]=[CH:14][CH:15]=2)=[C:4]([CH:1]([CH3:3])[CH3:2])[N:5]=1. The yield is 0.810. (4) The reactants are [CH3:1][NH:2][CH2:3][CH2:4][C:5]#[C:6][C:7]1[CH:12]=[CH:11][CH:10]=[CH:9][N:8]=1.[Cl:13][C:14]1[CH:19]=[CH:18][CH:17]=[CH:16][C:15]=1[S:20](Cl)(=[O:22])=[O:21]. No catalyst specified. The product is [Cl:13][C:14]1[CH:19]=[CH:18][CH:17]=[CH:16][C:15]=1[S:20]([N:2]([CH3:1])[CH2:3][CH2:4][C:5]#[C:6][C:7]1[CH:12]=[CH:11][CH:10]=[CH:9][N:8]=1)(=[O:22])=[O:21]. The yield is 0.350. (5) The reactants are [CH2:1]([NH:5][CH2:6][C:7]1[CH:16]=[CH:15][C:14]2[C:9](=[CH:10][CH:11]=[C:12]([O:17]C)[CH:13]=2)[CH:8]=1)[CH2:2][CH2:3][CH3:4].Br. The catalyst is C(O)(=O)C. The product is [CH2:1]([NH:5][CH2:6][C:7]1[CH:8]=[C:9]2[C:14](=[CH:15][CH:16]=1)[CH:13]=[C:12]([OH:17])[CH:11]=[CH:10]2)[CH2:2][CH2:3][CH3:4]. The yield is 0.800. (6) The reactants are [F:1][C:2]1[CH:7]=[C:6]([I:8])[CH:5]=[CH:4][C:3]=1[NH:9][C:10]1[C:15]([N+:16]([O-:18])=[O:17])=[C:14](F)[CH:13]=[C:12]([F:20])[C:11]=1[F:21].C[O-].[Na+].[C:25](OCC)(=[O:27])C. The catalyst is C1COCC1. The product is [F:1][C:2]1[CH:7]=[C:6]([I:8])[CH:5]=[CH:4][C:3]=1[NH:9][C:10]1[C:15]([N+:16]([O-:18])=[O:17])=[C:14]([O:27][CH3:25])[CH:13]=[C:12]([F:20])[C:11]=1[F:21]. The yield is 0.476. (7) The reactants are [C:1]1([C:7]2[N:12]=[N:11][C:10]([N:13]3[CH2:18][CH2:17][N:16]([C:19]4[N:24]=[CH:23][CH:22]=[CH:21][N:20]=4)[CH2:15][CH2:14]3)=[C:9](O)[CH:8]=2)[CH:6]=[CH:5][CH:4]=[CH:3][CH:2]=1.[OH-].[Na+].P(Cl)(Cl)([Cl:30])=O. No catalyst specified. The product is [Cl:30][C:9]1[CH:8]=[C:7]([C:1]2[CH:6]=[CH:5][CH:4]=[CH:3][CH:2]=2)[N:12]=[N:11][C:10]=1[N:13]1[CH2:18][CH2:17][N:16]([C:19]2[N:24]=[CH:23][CH:22]=[CH:21][N:20]=2)[CH2:15][CH2:14]1. The yield is 0.914.